Dataset: Forward reaction prediction with 1.9M reactions from USPTO patents (1976-2016). Task: Predict the product of the given reaction. Given the reactants CO.C[O-].[Na+].[SH:6][CH2:7][C:8]([O:10][CH3:11])=[O:9].Cl/[C:13](/[C:17]1[CH:22]=[CH:21][C:20]([O:23][CH3:24])=[CH:19][CH:18]=1)=[CH:14]/[C:15]#[N:16], predict the reaction product. The product is: [NH2:16][C:15]1[CH:14]=[C:13]([C:17]2[CH:18]=[CH:19][C:20]([O:23][CH3:24])=[CH:21][CH:22]=2)[S:6][C:7]=1[C:8]([O:10][CH3:11])=[O:9].